This data is from Forward reaction prediction with 1.9M reactions from USPTO patents (1976-2016). The task is: Predict the product of the given reaction. (1) Given the reactants [Cl:1][C:2]1[CH:3]=[CH:4][C:5]2[O:9][C:8]([S:10](C3C=CC(=O)NN=3)(=O)=O)=[C:7]([CH3:20])[C:6]=2[CH:21]=1.C([Li])CCC.ClC1C=CC2OC=C(C)C=2C=1.[S], predict the reaction product. The product is: [Cl:1][C:2]1[CH:3]=[CH:4][C:5]2[O:9][C:8]([SH:10])=[C:7]([CH3:20])[C:6]=2[CH:21]=1. (2) Given the reactants Cl.[NH2:2][CH2:3][CH2:4][O:5][C:6]1[C:7]([O:42][CH3:43])=[C:8]([C@@H:12]2[C:18]3[CH:19]=[C:20]([Cl:23])[CH:21]=[CH:22][C:17]=3[N:16]([CH2:24][C:25]([CH3:28])([CH3:27])[CH3:26])[C:15](=[O:29])[C@@H:14]([CH2:30][C:31]([NH:33][CH2:34][C:35]3[CH:40]=[CH:39][CH:38]=[CH:37][C:36]=3[F:41])=[O:32])[O:13]2)[CH:9]=[CH:10][CH:11]=1.[C:44]1([CH2:50][CH2:51][CH2:52][CH:53]=O)[CH:49]=[CH:48][CH:47]=[CH:46][CH:45]=1, predict the reaction product. The product is: [ClH:23].[Cl:23][C:20]1[CH:21]=[CH:22][C:17]2[N:16]([CH2:24][C:25]([CH3:26])([CH3:28])[CH3:27])[C:15](=[O:29])[C@@H:14]([CH2:30][C:31]([NH:33][CH2:34][C:35]3[CH:40]=[CH:39][CH:38]=[CH:37][C:36]=3[F:41])=[O:32])[O:13][C@H:12]([C:8]3[CH:9]=[CH:10][CH:11]=[C:6]([O:5][CH2:4][CH2:3][NH:2][CH2:53][CH2:52][CH2:51][CH2:50][C:44]4[CH:49]=[CH:48][CH:47]=[CH:46][CH:45]=4)[C:7]=3[O:42][CH3:43])[C:18]=2[CH:19]=1. (3) Given the reactants [F:1][C:2]1[CH:3]=[C:4]([CH:25]=[CH:26][C:27]=1[O:28][CH2:29][CH2:30][N:31]1[CH2:36][CH2:35][CH2:34][CH2:33][CH2:32]1)[CH2:5][NH:6][C:7]1[CH:12]=[C:11]([OH:13])[CH:10]=[CH:9][C:8]=1[CH:14]1[CH2:23][CH2:22][C:21]2[CH:20]=[C:19]([OH:24])[CH:18]=[CH:17][C:16]=2[CH2:15]1.[Si:37](Cl)([C:40]([CH3:43])([CH3:42])[CH3:41])([CH3:39])[CH3:38], predict the reaction product. The product is: [Si:37]([O:13][C:11]1[CH:10]=[CH:9][C:8]([CH:14]2[CH2:23][CH2:22][C:21]3[C:16](=[CH:17][CH:18]=[C:19]([O:24][Si:37]([C:40]([CH3:43])([CH3:42])[CH3:41])([CH3:39])[CH3:38])[CH:20]=3)[CH2:15]2)=[C:7]([NH:6][CH2:5][C:4]2[CH:25]=[CH:26][C:27]([O:28][CH2:29][CH2:30][N:31]3[CH2:36][CH2:35][CH2:34][CH2:33][CH2:32]3)=[C:2]([F:1])[CH:3]=2)[CH:12]=1)([C:40]([CH3:43])([CH3:42])[CH3:41])([CH3:39])[CH3:38]. (4) Given the reactants O[C:2]1[C:11]([CH3:12])=[CH:10][C:9]([I:13])=[CH:8][C:3]=1[C:4]([NH:6][OH:7])=[O:5].[OH:14][C:15]1[C:24]([CH3:25])=[CH:23][C:22]([I:26])=[CH:21][C:16]=1[C:17]([O:19][CH3:20])=[O:18].Cl.[NH2:28][OH:29].[C:30](N1C=CN=C1)([N:32]1C=CN=C1)=O, predict the reaction product. The product is: [I:13][C:9]1[CH:10]=[C:11]([CH3:12])[C:2]2[O:7][NH:6][C:4](=[O:5])[C:3]=2[CH:8]=1.[I:26][CH3:22].[I:26][C:22]1[CH:23]=[C:24]([CH3:25])[C:15]2[O:14][N:32]([CH3:30])[C:17](=[O:18])[C:16]=2[CH:21]=1.[I:26][C:22]1[CH:23]=[C:24]([CH3:25])[C:15]2[O:29][N:28]=[C:17]([O:19][CH3:20])[C:16]=2[CH:21]=1. (5) The product is: [N:18]1[CH:19]=[CH:20][CH:21]=[CH:22][C:17]=1[C:15]1[S:12][C:5]2[CH:4]=[C:3]([C:2]([F:1])([F:14])[F:13])[CH:11]=[CH:10][C:6]=2[C:7](=[O:9])[N:16]=1. Given the reactants [F:1][C:2]([F:14])([F:13])[C:3]1[CH:4]=[C:5]([SH:12])[C:6](=[CH:10][CH:11]=1)[C:7]([OH:9])=O.[C:15]([C:17]1[CH:22]=[CH:21][CH:20]=[CH:19][N:18]=1)#[N:16], predict the reaction product. (6) Given the reactants [O:1]([C:3]1[CH:4]=[C:5]([CH:21]=[CH:22][CH:23]=1)[O:6][C:7]1[N:12]=[CH:11][N:10]=[C:9]([NH:13][C:14]2[CH:19]=[CH:18][CH:17]=[C:16]([NH2:20])[N:15]=2)[CH:8]=1)[CH3:2].[C:24](Cl)(=[O:27])[CH:25]=[CH2:26], predict the reaction product. The product is: [CH3:2][O:1][C:3]1[CH:4]=[C:5]([CH:21]=[CH:22][CH:23]=1)[O:6][C:7]1[N:12]=[CH:11][N:10]=[C:9]([NH:13][C:14]2[N:15]=[C:16]([NH:20][C:24](=[O:27])[CH:25]=[CH2:26])[CH:17]=[CH:18][CH:19]=2)[CH:8]=1. (7) Given the reactants [CH2:1]([N:8]1[CH2:12][C@H:11]2[C@H:13]([NH2:16])[CH2:14][CH2:15][C@H:10]2[CH2:9]1)[C:2]1[CH:7]=[CH:6][CH:5]=[CH:4][CH:3]=1.[C:17]1([C:23]2([C:26](O)=[O:27])[CH2:25][CH2:24]2)[CH:22]=[CH:21][CH:20]=[CH:19][CH:18]=1.C1([C@H](CC)C(O)=O)C=CC=CC=1, predict the reaction product. The product is: [CH2:1]([N:8]1[CH2:12][C@@H:11]2[C@@H:13]([NH:16][C:26]([C:23]3([C:17]4[CH:22]=[CH:21][CH:20]=[CH:19][CH:18]=4)[CH2:25][CH2:24]3)=[O:27])[CH2:14][CH2:15][C@@H:10]2[CH2:9]1)[C:2]1[CH:3]=[CH:4][CH:5]=[CH:6][CH:7]=1. (8) Given the reactants [CH2:1]([O:4][C:5]1([CH3:38])[CH2:10][CH2:9][N:8]([C:11]2[C:12]3[N:13]([N:28]=[C:29]([C:31]4[CH:36]=[CH:35][CH:34]=[C:33](Br)[CH:32]=4)[CH:30]=3)[CH:14]=[C:15]([CH3:27])[C:16]=2[C@H:17]([O:22][C:23]([CH3:26])([CH3:25])[CH3:24])[C:18]([O:20][CH3:21])=[O:19])[CH2:7][CH2:6]1)[CH:2]=[CH2:3].[F:39][C:40]1[C:45]([CH3:46])=[CH:44][CH:43]=[C:42]([OH:47])[C:41]=1B(O)O.C([O-])([O-])=O.[Na+].[Na+], predict the reaction product. The product is: [CH2:1]([O:4][C:5]1([CH3:38])[CH2:10][CH2:9][N:8]([C:11]2[C:12]3[N:13]([N:28]=[C:29]([C:31]4[CH:32]=[C:33]([C:41]5[C:42]([OH:47])=[CH:43][CH:44]=[C:45]([CH3:46])[C:40]=5[F:39])[CH:34]=[CH:35][CH:36]=4)[CH:30]=3)[CH:14]=[C:15]([CH3:27])[C:16]=2[C@H:17]([O:22][C:23]([CH3:26])([CH3:25])[CH3:24])[C:18]([O:20][CH3:21])=[O:19])[CH2:7][CH2:6]1)[CH:2]=[CH2:3]. (9) Given the reactants CC([O-])(C)C.[K+].[N:7]1[C:15]2[C:10](=[N:11][CH:12]=[CH:13][CH:14]=2)[S:9][C:8]=1[NH:16][C:17]1[C:22]([S:23][CH2:24][CH2:25][C:26](OC)=O)=[CH:21][CH:20]=[CH:19][N:18]=1.FC1C=C[C:34]([C:35]#[N:36])=[CH:33][CH:32]=1.C(OCC)(=O)C, predict the reaction product. The product is: [N:7]1[C:15]2[C:10](=[N:11][CH:12]=[CH:13][CH:14]=2)[S:9][C:8]=1[NH:16][C:17]1[C:22]([S:23][C:24]2[CH:32]=[CH:33][C:34]([C:35]#[N:36])=[CH:26][CH:25]=2)=[CH:21][CH:20]=[CH:19][N:18]=1.